This data is from Full USPTO retrosynthesis dataset with 1.9M reactions from patents (1976-2016). The task is: Predict the reactants needed to synthesize the given product. (1) The reactants are: [F:1][C:2]1[C:7]([O:8][CH3:9])=[CH:6][CH:5]=[CH:4][C:3]=1[CH:10]([CH:13]1C(=O)OC(C)(C)[O:15][C:14]1=[O:22])[CH2:11][CH3:12].CN(C=O)C.O. Given the product [F:1][C:2]1[C:7]([O:8][CH3:9])=[CH:6][CH:5]=[CH:4][C:3]=1[CH:10]([CH2:11][CH3:12])[CH2:13][C:14]([OH:22])=[O:15], predict the reactants needed to synthesize it. (2) Given the product [CH3:1][C:2]1([CH3:8])[CH2:7][N:6]([CH2:10][CH2:11][C:12]2[CH:17]=[CH:16][C:15]([N+:18]([O-:20])=[O:19])=[CH:14][CH:13]=2)[CH2:5][CH2:4][N:3]1[CH2:10][CH2:11][C:12]1[CH:13]=[CH:14][C:15]([N+:18]([O-:20])=[O:19])=[CH:16][CH:17]=1, predict the reactants needed to synthesize it. The reactants are: [CH3:1][C:2]1([CH3:8])[CH2:7][NH:6][CH2:5][CH2:4][NH:3]1.Br[CH2:10][CH2:11][C:12]1[CH:17]=[CH:16][C:15]([N+:18]([O-:20])=[O:19])=[CH:14][CH:13]=1.C([O-])([O-])=O.[K+].[K+]. (3) The reactants are: [CH2:1]([O:3][CH2:4][C:5]1[O:11][C:8]([CH:9]=[O:10])=[CH:7][CH:6]=1)[CH3:2].[H][H].O1C=C[CH:16]=[CH:15]1. Given the product [CH2:15]([O:10][CH2:9][C:8]1[O:11][C:5]([CH2:4][O:3][CH2:1][CH3:2])=[CH:6][CH:7]=1)[CH3:16], predict the reactants needed to synthesize it. (4) Given the product [CH2:15]([O:14][C:12]1[NH:11][N:10]=[C:9]([NH:8][C:6]2[C:5]([N+:17]([O-:19])=[O:18])=[CH:4][CH:3]=[C:2]([NH:30][C@H:27]([C:24]3[CH:23]=[CH:22][C:21]([F:20])=[CH:26][N:25]=3)[CH2:28][CH3:29])[N:7]=2)[CH:13]=1)[CH3:16], predict the reactants needed to synthesize it. The reactants are: Cl[C:2]1[N:7]=[C:6]([NH:8][C:9]2[CH:13]=[C:12]([O:14][CH2:15][CH3:16])[NH:11][N:10]=2)[C:5]([N+:17]([O-:19])=[O:18])=[CH:4][CH:3]=1.[F:20][C:21]1[CH:22]=[CH:23][C:24]([C@@H:27]([NH2:30])[CH2:28][CH3:29])=[N:25][CH:26]=1. (5) The reactants are: C([O:3][C:4](=[O:22])[CH2:5][NH:6][C:7]([C:9]1[CH:10]=[N:11][C:12]([NH:15][C:16]2[CH:21]=[CH:20][CH:19]=[CH:18][CH:17]=2)=[CH:13][CH:14]=1)=[O:8])C.CO.O.O[Li].O. Given the product [C:16]1([NH:15][C:12]2[N:11]=[CH:10][C:9]([C:7]([NH:6][CH2:5][C:4]([OH:22])=[O:3])=[O:8])=[CH:14][CH:13]=2)[CH:17]=[CH:18][CH:19]=[CH:20][CH:21]=1, predict the reactants needed to synthesize it.